Dataset: Forward reaction prediction with 1.9M reactions from USPTO patents (1976-2016). Task: Predict the product of the given reaction. (1) Given the reactants [F:1][C:2]1[CH:7]=[CH:6][C:5]([C:8](N(C)C)=[CH:9][C:10]2[CH:15]=[CH:14][C:13]([C:16]([F:19])([F:18])[F:17])=[CH:12][CH:11]=2)=[CH:4][CH:3]=1.C(O)(=[O:25])C.Cl, predict the reaction product. The product is: [F:1][C:2]1[CH:7]=[CH:6][C:5]([C:8](=[O:25])[CH2:9][C:10]2[CH:15]=[CH:14][C:13]([C:16]([F:19])([F:18])[F:17])=[CH:12][CH:11]=2)=[CH:4][CH:3]=1. (2) Given the reactants [OH:1][C:2]1[N:7]=[CH:6][C:5]([C:8]([OH:10])=[O:9])=[CH:4][CH:3]=1.[Br:11]Br.S(S([O-])=O)([O-])(=O)=O.[Na+].[Na+], predict the reaction product. The product is: [Br:11][C:3]1[CH:4]=[C:5]([C:8]([OH:10])=[O:9])[CH:6]=[N:7][C:2]=1[OH:1]. (3) Given the reactants [CH3:1][C:2]1[CH:7]=[CH:6][C:5]([C:8]2[CH:13]=[C:12]([C:14](=[O:24])[NH:15][CH2:16][C:17]3[CH:18]=[N:19][C:20]([CH3:23])=[N:21][CH:22]=3)[CH:11]=[C:10]([C:25]([O:27]CC)=[O:26])[CH:9]=2)=[CH:4][CH:3]=1.[OH-].[Li+].C1COCC1, predict the reaction product. The product is: [CH3:1][C:2]1[CH:7]=[CH:6][C:5]([C:8]2[CH:13]=[C:12]([C:14](=[O:24])[NH:15][CH2:16][C:17]3[CH:22]=[N:21][C:20]([CH3:23])=[N:19][CH:18]=3)[CH:11]=[C:10]([C:25]([OH:27])=[O:26])[CH:9]=2)=[CH:4][CH:3]=1.